From a dataset of Forward reaction prediction with 1.9M reactions from USPTO patents (1976-2016). Predict the product of the given reaction. (1) Given the reactants [CH2:1]([N:5](CCCC)CCCC)[CH2:2]CC.[CH:14]1[CH:19]=[C:18]2[CH:20]([CH2:27][O:28]C(NCC(O)=O)=O)[C:21]3[C:26]([C:17]2=[CH:16][CH:15]=1)=[CH:25][CH:24]=[CH:23][CH:22]=3.ClC(OCC(C)C)=[O:38].[NH2:44][C@H:45]1[CH2:68][CH2:67][C@@:66]2([CH3:69])[C@H:47]([CH2:48][CH2:49][C@@H:50]3[C@@H:65]2[CH2:64][C@H:63]([OH:70])[C@@:62]2([CH3:71])[C@H:51]3[CH2:52][CH2:53][C@@H:54]2[C@H:55]([CH3:61])[CH2:56][CH2:57][C:58]([OH:60])=[O:59])[CH2:46]1, predict the reaction product. The product is: [CH:22]1[C:21]2[CH:20]([CH2:27][O:28][NH:5][CH2:1][C:2]([NH:44][C@H:45]3[CH2:68][CH2:67][C@@:66]4([CH3:69])[C@H:47]([CH2:48][CH2:49][C@@H:50]5[C@@H:65]4[CH2:64][C@H:63]([OH:70])[C@@:62]4([CH3:71])[C@H:51]5[CH2:52][CH2:53][C@@H:54]4[C@H:55]([CH3:61])[CH2:56][CH2:57][C:58]([OH:60])=[O:59])[CH2:46]3)=[O:38])[C:18]3[C:17](=[CH:16][CH:15]=[CH:14][CH:19]=3)[C:26]=2[CH:25]=[CH:24][CH:23]=1. (2) Given the reactants Br[C:2]1[CH:7]=[CH:6][N:5]2[N:8]=[C:9]([N:11]3[CH2:16][CH2:15][O:14][CH2:13][CH2:12]3)[N:10]=[C:4]2[CH:3]=1.[C:17](=[O:24])([O:19][C:20]([CH3:23])([CH3:22])[CH3:21])[NH2:18].C(=O)([O-])[O-].[Cs+].[Cs+], predict the reaction product. The product is: [O:14]1[CH2:15][CH2:16][N:11]([C:9]2[N:10]=[C:4]3[CH:3]=[C:2]([NH:18][C:17](=[O:24])[O:19][C:20]([CH3:23])([CH3:22])[CH3:21])[CH:7]=[CH:6][N:5]3[N:8]=2)[CH2:12][CH2:13]1. (3) Given the reactants [NH2:1][C:2]1[C:3]([C:22]#[N:23])=[C:4]([CH:19]=[CH:20][CH:21]=1)[O:5][C@H:6]1[CH2:11][CH2:10][C@H:9]([CH2:12][NH:13][C:14](=[O:18])[CH2:15][O:16][CH3:17])[CH2:8][CH2:7]1.[C:24]([O:30][CH2:31][CH3:32])(=[O:29])[CH2:25][C:26]([CH3:28])=O, predict the reaction product. The product is: [NH2:23][C:22]1[C:3]2[C:2](=[CH:21][CH:20]=[CH:19][C:4]=2[O:5][C@H:6]2[CH2:7][CH2:8][C@H:9]([CH2:12][NH:13][C:14](=[O:18])[CH2:15][O:16][CH3:17])[CH2:10][CH2:11]2)[N:1]=[C:26]([CH3:28])[C:25]=1[C:24]([O:30][CH2:31][CH3:32])=[O:29]. (4) Given the reactants [C:1]1([C:22]2[CH:27]=[CH:26][CH:25]=[CH:24][CH:23]=2)[CH:6]=[CH:5][C:4]([S:7]([NH:10][C:11]2[CH:16]=[CH:15][C:14]([CH:17]=[CH:18][C:19](O)=[O:20])=[CH:13][CH:12]=2)(=[O:9])=[O:8])=[CH:3][CH:2]=1.[Cl:28]CCl, predict the reaction product. The product is: [C:1]1([C:22]2[CH:27]=[CH:26][CH:25]=[CH:24][CH:23]=2)[CH:6]=[CH:5][C:4]([S:7]([NH:10][C:11]2[CH:16]=[CH:15][C:14]([CH:17]=[CH:18][C:19]([Cl:28])=[O:20])=[CH:13][CH:12]=2)(=[O:9])=[O:8])=[CH:3][CH:2]=1. (5) Given the reactants Br[C:2]1[S:22][C:5]2=[N:6][C:7]([CH3:21])=[CH:8][C:9]([NH:10][S:11]([C:14]3[CH:19]=[CH:18][CH:17]=[C:16]([Cl:20])[CH:15]=3)(=[O:13])=[O:12])=[C:4]2[C:3]=1[C:23]1[CH:28]=[CH:27][CH:26]=[C:25]([O:29][CH3:30])[CH:24]=1.[CH3:31][C:32]1[C:36](B2OC(C)(C)C(C)(C)O2)=[C:35]([CH3:46])[NH:34][N:33]=1.C(=O)([O-])[O-].[K+].[K+].O, predict the reaction product. The product is: [Cl:20][C:16]1[CH:15]=[C:14]([S:11]([NH:10][C:9]2[CH:8]=[C:7]([CH3:21])[N:6]=[C:5]3[S:22][C:2]([C:36]4[C:32]([CH3:31])=[N:33][NH:34][C:35]=4[CH3:46])=[C:3]([C:23]4[CH:28]=[CH:27][CH:26]=[C:25]([O:29][CH3:30])[CH:24]=4)[C:4]=23)(=[O:13])=[O:12])[CH:19]=[CH:18][CH:17]=1. (6) Given the reactants [CH3:1][S:2]([N:5]1[CH2:10][CH2:9][NH:8][C@@H:7]([C:11]([NH:13][O:14][CH:15]2[CH2:20][CH2:19][CH2:18][CH2:17][O:16]2)=[O:12])[CH2:6]1)(=[O:4])=[O:3].[CH:21](/[S:29](Cl)(=[O:31])=[O:30])=[CH:22]\[C:23]1[CH:28]=[CH:27][CH:26]=[CH:25][CH:24]=1, predict the reaction product. The product is: [CH3:1][S:2]([N:5]1[CH2:10][CH2:9][N:8]([S:29](/[CH:21]=[CH:22]/[C:23]2[CH:28]=[CH:27][CH:26]=[CH:25][CH:24]=2)(=[O:31])=[O:30])[C@@H:7]([C:11]([NH:13][O:14][CH:15]2[CH2:20][CH2:19][CH2:18][CH2:17][O:16]2)=[O:12])[CH2:6]1)(=[O:3])=[O:4]. (7) Given the reactants [NH2:1][C@@H:2]1[CH2:7][CH2:6][C@H:5]([NH:8][C:9]2[N:14]=[C:13]([N:15]([CH3:17])[CH3:16])[C:12]([CH3:18])=[CH:11][N:10]=2)[CH2:4][CH2:3]1.[Cl:19][C:20]1[CH:28]=[CH:27][C:23]([C:24](O)=[O:25])=[CH:22][C:21]=1[F:29].C1C=CC2N(O)N=NC=2C=1.O.CCN=C=NCCCN(C)C.Cl.C([O-])(O)=O.[Na+], predict the reaction product. The product is: [ClH:19].[Cl:19][C:20]1[CH:28]=[CH:27][C:23]([C:24]([NH:1][C@H:2]2[CH2:3][CH2:4][C@@H:5]([NH:8][C:9]3[N:14]=[C:13]([N:15]([CH3:17])[CH3:16])[C:12]([CH3:18])=[CH:11][N:10]=3)[CH2:6][CH2:7]2)=[O:25])=[CH:22][C:21]=1[F:29]. (8) Given the reactants Br[CH2:2][CH2:3][CH:4]=[CH2:5].[NH:6]1[CH2:11][CH2:10][CH2:9][CH2:8][CH2:7]1, predict the reaction product. The product is: [N:6]1([CH2:7][CH2:8][CH:9]=[CH2:10])[CH2:11][CH2:5][CH2:4][CH2:3][CH2:2]1. (9) Given the reactants [CH2:1]([O:3][C:4]([C:6]1[C:7](N)=[N:8][N:9]([C:11]2[CH:16]=[CH:15][CH:14]=[CH:13][CH:12]=2)[CH:10]=1)=[O:5])[CH3:2].N(OCCC(C)C)=O, predict the reaction product. The product is: [CH2:1]([O:3][C:4]([C:6]1[CH:7]=[N:8][N:9]([C:11]2[CH:16]=[CH:15][CH:14]=[CH:13][CH:12]=2)[CH:10]=1)=[O:5])[CH3:2].